Dataset: Forward reaction prediction with 1.9M reactions from USPTO patents (1976-2016). Task: Predict the product of the given reaction. (1) Given the reactants [NH:1]1[CH2:6][CH2:5][CH:4]([CH2:7][CH2:8][C:9]([C:11]2[CH:12]=[C:13]3[C:18]4=[C:19]([CH2:21][CH2:22][N:17]4[C:16](=[O:23])[CH2:15][CH2:14]3)[CH:20]=2)=[O:10])[CH2:3][CH2:2]1.CS(O[CH2:29][CH2:30][C:31]1[CH:36]=[CH:35][C:34]([Cl:37])=[CH:33][CH:32]=1)(=O)=O, predict the reaction product. The product is: [ClH:37].[Cl:37][C:34]1[CH:35]=[CH:36][C:31]([CH2:30][CH2:29][N:1]2[CH2:2][CH2:3][CH:4]([CH2:7][CH2:8][C:9]([C:11]3[CH:12]=[C:13]4[C:18]5=[C:19]([CH2:21][CH2:22][N:17]5[C:16](=[O:23])[CH2:15][CH2:14]4)[CH:20]=3)=[O:10])[CH2:5][CH2:6]2)=[CH:32][CH:33]=1. (2) Given the reactants [CH2:1]([N:8]1[CH2:13][CH:12]=[C:11]([C:14]2[CH:19]=[CH:18][C:17]([O:20][CH3:21])=[CH:16][CH:15]=2)[CH:10]([CH2:22][O:23][C:24]([C:37]2[CH:42]=[CH:41][CH:40]=[CH:39][CH:38]=2)([C:31]2[CH:36]=[CH:35][CH:34]=[CH:33][CH:32]=2)[C:25]2[CH:30]=[CH:29][CH:28]=[CH:27][CH:26]=2)[CH2:9]1)[C:2]1[CH:7]=[CH:6][CH:5]=[CH:4][CH:3]=1.B.[O:44]1CCCC1.C([O-])([O-])=O.C([O-])([O-])=O.OO.OO.OO.[Na+].[Na+].[Na+].[Na+], predict the reaction product. The product is: [CH2:1]([N:8]1[CH2:9][CH:10]([CH2:22][O:23][C:24]([C:37]2[CH:38]=[CH:39][CH:40]=[CH:41][CH:42]=2)([C:31]2[CH:32]=[CH:33][CH:34]=[CH:35][CH:36]=2)[C:25]2[CH:26]=[CH:27][CH:28]=[CH:29][CH:30]=2)[CH:11]([C:14]2[CH:19]=[CH:18][C:17]([O:20][CH3:21])=[CH:16][CH:15]=2)[CH:12]([OH:44])[CH2:13]1)[C:2]1[CH:3]=[CH:4][CH:5]=[CH:6][CH:7]=1.